Dataset: NCI-60 drug combinations with 297,098 pairs across 59 cell lines. Task: Regression. Given two drug SMILES strings and cell line genomic features, predict the synergy score measuring deviation from expected non-interaction effect. (1) Drug 1: CS(=O)(=O)CCNCC1=CC=C(O1)C2=CC3=C(C=C2)N=CN=C3NC4=CC(=C(C=C4)OCC5=CC(=CC=C5)F)Cl. Drug 2: C1CN(CCN1C(=O)CCBr)C(=O)CCBr. Cell line: SF-295. Synergy scores: CSS=6.43, Synergy_ZIP=-4.38, Synergy_Bliss=-4.54, Synergy_Loewe=-4.68, Synergy_HSA=-3.38. (2) Drug 1: CN(C)N=NC1=C(NC=N1)C(=O)N. Drug 2: C1CC(=O)NC(=O)C1N2C(=O)C3=CC=CC=C3C2=O. Cell line: U251. Synergy scores: CSS=4.53, Synergy_ZIP=1.35, Synergy_Bliss=4.61, Synergy_Loewe=-4.41, Synergy_HSA=-0.357. (3) Cell line: COLO 205. Drug 2: CN(CCCl)CCCl.Cl. Drug 1: CC1CCC2CC(C(=CC=CC=CC(CC(C(=O)C(C(C(=CC(C(=O)CC(OC(=O)C3CCCCN3C(=O)C(=O)C1(O2)O)C(C)CC4CCC(C(C4)OC)O)C)C)O)OC)C)C)C)OC. Synergy scores: CSS=38.5, Synergy_ZIP=-6.15, Synergy_Bliss=-2.80, Synergy_Loewe=-2.97, Synergy_HSA=-1.79. (4) Synergy scores: CSS=39.9, Synergy_ZIP=-1.60, Synergy_Bliss=-2.12, Synergy_Loewe=-23.4, Synergy_HSA=-2.58. Drug 1: CC12CCC(CC1=CCC3C2CCC4(C3CC=C4C5=CN=CC=C5)C)O. Cell line: MOLT-4. Drug 2: C1=CC=C(C=C1)NC(=O)CCCCCCC(=O)NO. (5) Drug 1: C(CC(=O)O)C(=O)CN.Cl. Drug 2: CS(=O)(=O)OCCCCOS(=O)(=O)C. Cell line: NCI-H226. Synergy scores: CSS=12.8, Synergy_ZIP=-4.52, Synergy_Bliss=-2.23, Synergy_Loewe=-4.64, Synergy_HSA=-0.841.